From a dataset of Forward reaction prediction with 1.9M reactions from USPTO patents (1976-2016). Predict the product of the given reaction. Given the reactants [Cl:1][C:2]1[CH:3]=[CH:4][C:5]([F:19])=[C:6]([C:8]2[N:13]=[C:12](I)[C:11]3[CH:15]([CH3:18])[CH2:16][CH2:17][C:10]=3[N:9]=2)[CH:7]=1.[NH2:20][C:21]1[CH:26]=[CH:25][N:24]=[CH:23][C:22]=1[CH3:27].C([O-])([O-])=O.[Cs+].[Cs+], predict the reaction product. The product is: [Cl:1][C:2]1[CH:3]=[CH:4][C:5]([F:19])=[C:6]([C:8]2[N:13]=[C:12]([NH:20][C:21]3[CH:26]=[CH:25][N:24]=[CH:23][C:22]=3[CH3:27])[C:11]3[CH:15]([CH3:18])[CH2:16][CH2:17][C:10]=3[N:9]=2)[CH:7]=1.